Dataset: Full USPTO retrosynthesis dataset with 1.9M reactions from patents (1976-2016). Task: Predict the reactants needed to synthesize the given product. (1) Given the product [NH2:1][C:2]1[CH:7]=[CH:6][C:5]([Cl:9])=[C:4]([CH3:8])[N:3]=1, predict the reactants needed to synthesize it. The reactants are: [NH2:1][C:2]1[CH:7]=[CH:6][CH:5]=[C:4]([CH3:8])[N:3]=1.[Cl:9]N1C(=O)CCC1=O. (2) The reactants are: [F:1][C:2]1[CH:7]=[CH:6][C:5]([S:8]([NH:11][C@@H:12]2[CH:20]=[CH:19][C:18]3[N:14]([C:15]4[N:29]=[CH:28][CH:27]=[CH:26][C:16]=4[C:17]=3[CH2:21][C:22]([O:24][CH3:25])=[O:23])[CH2:13]2)(=[O:10])=[O:9])=[CH:4][CH:3]=1.C(Cl)Cl. Given the product [F:1][C:2]1[CH:7]=[CH:6][C:5]([S:8]([NH:11][C@@H:12]2[CH2:20][CH2:19][C:18]3[N:14]([C:15]4[N:29]=[CH:28][CH:27]=[CH:26][C:16]=4[C:17]=3[CH2:21][C:22]([O:24][CH3:25])=[O:23])[CH2:13]2)(=[O:9])=[O:10])=[CH:4][CH:3]=1, predict the reactants needed to synthesize it. (3) Given the product [CH2:9]1[C:4]2([O:17][CH:18]=[CH:19][C:2](=[O:1])[CH2:3]2)[CH2:5][CH2:6][NH:7][CH2:8]1, predict the reactants needed to synthesize it. The reactants are: [O:1]=[C:2]1[CH:19]=[CH:18][O:17][C:4]2([CH2:9][CH2:8][N:7](C(OC(C)(C)C)=O)[CH2:6][CH2:5]2)[CH2:3]1.C(O)(C(F)(F)F)=O. (4) Given the product [F:1][C:2]1([F:11])[CH2:7][CH2:6][CH:5]([C:8]([NH2:13])=[O:9])[CH2:4][CH2:3]1, predict the reactants needed to synthesize it. The reactants are: [F:1][C:2]1([F:11])[CH2:7][CH2:6][CH:5]([C:8](O)=[O:9])[CH2:4][CH2:3]1.C[N:13]1CCOCC1.CC(COC(Cl)=O)C.[OH-].[NH4+]. (5) Given the product [C:19]([O:22][CH2:23][C:24]1[C:25]([N:33]2[CH2:44][CH2:43][N:42]3[C:35](=[CH:36][C:37]4[CH2:38][C:39]([CH3:46])([CH3:45])[CH2:40][C:41]=43)[C:34]2=[O:47])=[N:26][CH:27]=[CH:28][C:29]=1[C:2]1[CH:3]=[C:4]([NH:10][C:11]2[CH:15]=[C:14]([CH3:16])[N:13]([CH2:17][CH3:18])[N:12]=2)[C:5](=[O:9])[N:6]([CH3:8])[CH:7]=1)(=[O:21])[CH3:20], predict the reactants needed to synthesize it. The reactants are: Br[C:2]1[CH:3]=[C:4]([NH:10][C:11]2[CH:15]=[C:14]([CH3:16])[N:13]([CH2:17][CH3:18])[N:12]=2)[C:5](=[O:9])[N:6]([CH3:8])[CH:7]=1.[C:19]([O:22][CH2:23][C:24]1[C:25]([N:33]2[CH2:44][CH2:43][N:42]3[C:35](=[CH:36][C:37]4[CH2:38][C:39]([CH3:46])([CH3:45])[CH2:40][C:41]=43)[C:34]2=[O:47])=[N:26][CH:27]=[CH:28][C:29]=1B(O)O)(=[O:21])[CH3:20].[O-]P([O-])([O-])=O.[K+].[K+].[K+].C([O-])(=O)C.[Na+]. (6) Given the product [Cl:8][C:9]1[CH:10]=[C:11]([CH:14]=[CH:15][CH:16]=1)[CH2:12][N:1]1[CH2:6][CH2:5][C:4](=[O:7])[CH2:3][CH2:2]1, predict the reactants needed to synthesize it. The reactants are: [NH:1]1[CH2:6][CH2:5][C:4](=[O:7])[CH2:3][CH2:2]1.[Cl:8][C:9]1[CH:10]=[C:11]([CH:14]=[CH:15][CH:16]=1)[CH2:12]Cl.